Dataset: Full USPTO retrosynthesis dataset with 1.9M reactions from patents (1976-2016). Task: Predict the reactants needed to synthesize the given product. (1) Given the product [CH2:1]([O:3][C:4]([C:6]1[C:11](=[O:12])[N:10]([CH2:13][C:14]2[CH:19]=[CH:18][CH:17]=[C:16]([F:20])[CH:15]=2)[C:9]2[CH:21]=[CH:22][S:23][C:8]=2[C:7]=1[N:25]1[CH2:30][CH2:29][NH:28][CH2:27][CH2:26]1)=[O:5])[CH3:2], predict the reactants needed to synthesize it. The reactants are: [CH2:1]([O:3][C:4]([C:6]1[C:11](=[O:12])[N:10]([CH2:13][C:14]2[CH:19]=[CH:18][CH:17]=[C:16]([F:20])[CH:15]=2)[C:9]2[CH:21]=[CH:22][S:23][C:8]=2[C:7]=1Cl)=[O:5])[CH3:2].[NH:25]1[CH2:30][CH2:29][NH:28][CH2:27][CH2:26]1. (2) Given the product [CH3:16][O:17][N:18]([CH3:39])[C:19]([CH:21]1[CH2:22][CH:23]([CH2:25][C:26]2[N:30]([CH2:14][O:13][CH2:12][CH2:11][Si:8]([CH3:10])([CH3:9])[CH3:7])[C:29]3[CH:31]=[CH:32][C:33]([C:35]([F:38])([F:37])[F:36])=[CH:34][C:28]=3[N:27]=2)[CH2:24]1)=[O:20], predict the reactants needed to synthesize it. The reactants are: C([O-])([O-])=O.[K+].[K+].[CH3:7][Si:8]([CH2:11][CH2:12][O:13][CH2:14]Cl)([CH3:10])[CH3:9].[CH3:16][O:17][N:18]([CH3:39])[C:19]([CH:21]1[CH2:24][CH:23]([CH2:25][C:26]2[NH:30][C:29]3[CH:31]=[CH:32][C:33]([C:35]([F:38])([F:37])[F:36])=[CH:34][C:28]=3[N:27]=2)[CH2:22]1)=[O:20].